Dataset: NCI-60 drug combinations with 297,098 pairs across 59 cell lines. Task: Regression. Given two drug SMILES strings and cell line genomic features, predict the synergy score measuring deviation from expected non-interaction effect. (1) Drug 1: CC1=C(C=C(C=C1)NC2=NC=CC(=N2)N(C)C3=CC4=NN(C(=C4C=C3)C)C)S(=O)(=O)N.Cl. Drug 2: CN(C(=O)NC(C=O)C(C(C(CO)O)O)O)N=O. Cell line: SF-295. Synergy scores: CSS=1.86, Synergy_ZIP=-3.05, Synergy_Bliss=-5.79, Synergy_Loewe=-4.19, Synergy_HSA=-4.22. (2) Drug 1: C1=CC(=CC=C1C#N)C(C2=CC=C(C=C2)C#N)N3C=NC=N3. Drug 2: CC12CCC3C(C1CCC2O)C(CC4=C3C=CC(=C4)O)CCCCCCCCCS(=O)CCCC(C(F)(F)F)(F)F. Cell line: HL-60(TB). Synergy scores: CSS=21.1, Synergy_ZIP=5.21, Synergy_Bliss=4.82, Synergy_Loewe=9.86, Synergy_HSA=0.516.